Dataset: Full USPTO retrosynthesis dataset with 1.9M reactions from patents (1976-2016). Task: Predict the reactants needed to synthesize the given product. (1) Given the product [F:39][CH:23]([F:22])[O:24][C:25]1[CH:26]=[C:27]([N:31]2[CH:35]=[C:34]([C:36]([NH:1][C:2]3[CH:7]=[CH:6][C:5]([C@@H:8]4[O:13][CH2:12][CH2:11][N:10]([C:14]([O:16][C:17]([CH3:18])([CH3:20])[CH3:19])=[O:15])[CH2:9]4)=[CH:4][C:3]=3[F:21])=[O:37])[CH:33]=[N:32]2)[CH:28]=[CH:29][CH:30]=1, predict the reactants needed to synthesize it. The reactants are: [NH2:1][C:2]1[CH:7]=[CH:6][C:5]([C@@H:8]2[O:13][CH2:12][CH2:11][N:10]([C:14]([O:16][C:17]([CH3:20])([CH3:19])[CH3:18])=[O:15])[CH2:9]2)=[CH:4][C:3]=1[F:21].[F:22][CH:23]([F:39])[O:24][C:25]1[CH:26]=[C:27]([N:31]2[CH:35]=[C:34]([C:36](O)=[O:37])[CH:33]=[N:32]2)[CH:28]=[CH:29][CH:30]=1.CN(C(ON1N=NC2C=CC=CC1=2)=[N+](C)C)C.F[P-](F)(F)(F)(F)F.CN1CCOCC1. (2) Given the product [Cl:49][C:50]1[CH:63]=[CH:62][C:53]2[NH:54][C:55]([CH:57]([N:59]([CH2:60][CH3:61])[C:5](=[O:7])[C:4]3[CH:8]=[CH:9][C:10]([C:11]([N:13]4[CH2:17][CH2:16][CH2:15][CH2:14]4)=[O:12])=[C:2]([CH3:1])[CH:3]=3)[CH3:58])=[N:56][C:52]=2[CH:51]=1, predict the reactants needed to synthesize it. The reactants are: [CH3:1][C:2]1[CH:3]=[C:4]([CH:8]=[CH:9][C:10]=1[C:11]([N:13]1[CH2:17][CH2:16][CH2:15][CH2:14]1)=[O:12])[C:5]([OH:7])=O.CN(C(ON1N=NC2C=CC=CC1=2)=[N+](C)C)C.[B-](F)(F)(F)F.C(N(C(C)C)CC)(C)C.[Cl:49][C:50]1[CH:63]=[CH:62][C:53]2[N:54]=[C:55]([CH:57]([NH:59][CH2:60][CH3:61])[CH3:58])[NH:56][C:52]=2[CH:51]=1.ClCl. (3) Given the product [CH:44]1([N:50]2[C:58]3[C:53](=[N:54][CH:55]=[CH:56][CH:57]=3)[C:52]([C:59]([N:61]3[CH2:62][CH2:63][NH:64][CH2:65][CH2:66]3)=[O:60])=[C:51]2[O:67][C:68]2[C:73]([CH3:74])=[CH:72][CH:71]=[CH:70][C:69]=2[CH3:75])[CH2:49][CH2:48][CH2:47][CH2:46][CH2:45]1, predict the reactants needed to synthesize it. The reactants are: C(OC(N1CCN(C(C2C3=NC=CC=C3N(C3CCCCC3)C=2Cl)=O)CC1)=O)(C)(C)C.CC1C=CC=C(C)C=1O.Cl.Cl.Cl.[CH:44]1([N:50]2[C:58]3[C:53](=[N:54][CH:55]=[CH:56][CH:57]=3)[C:52]([C:59]([N:61]3[CH2:66][CH2:65][NH:64][CH2:63][CH2:62]3)=[O:60])=[C:51]2[O:67][C:68]2[C:73]([CH3:74])=[CH:72][CH:71]=[CH:70][C:69]=2[CH3:75])[CH2:49][CH2:48][CH2:47][CH2:46][CH2:45]1. (4) Given the product [ClH:13].[Cl:13][C:14]1[CH:19]=[CH:18][C:17]([Cl:20])=[CH:16][C:15]=1[O:9][CH:6]1[CH2:7][CH2:8][N:2]([CH3:1])[CH2:3][C:4]2[O:12][CH:11]=[CH:10][C:5]1=2, predict the reactants needed to synthesize it. The reactants are: [CH3:1][N:2]1[CH2:8][CH2:7][CH:6]([OH:9])[C:5]2[CH:10]=[CH:11][O:12][C:4]=2[CH2:3]1.[Cl:13][C:14]1[CH:19]=[CH:18][C:17]([Cl:20])=[CH:16][C:15]=1F.